From a dataset of Forward reaction prediction with 1.9M reactions from USPTO patents (1976-2016). Predict the product of the given reaction. (1) The product is: [N+:25]([C:28]1[CH:29]=[CH:30][C:31]([C:34]([C:35]2[CH:21]([C:20]3[CH:23]=[CH:24][C:17]([C:15]#[N:16])=[CH:18][CH:19]=3)[NH:12][C:10](=[O:11])[N:9]([C:5]3[CH:6]=[CH:7][CH:8]=[C:3]([C:2]([F:13])([F:14])[F:1])[CH:4]=3)[C:36]=2[CH3:37])=[O:39])=[CH:32][CH:33]=1)([O-:27])=[O:26]. Given the reactants [F:1][C:2]([F:14])([F:13])[C:3]1[CH:4]=[C:5]([NH:9][C:10]([NH2:12])=[O:11])[CH:6]=[CH:7][CH:8]=1.[C:15]([C:17]1[CH:24]=[CH:23][C:20]([CH:21]=O)=[CH:19][CH:18]=1)#[N:16].[N+:25]([C:28]1[CH:33]=[CH:32][C:31]([C:34](=[O:39])[CH2:35][C:36](=O)[CH3:37])=[CH:30][CH:29]=1)([O-:27])=[O:26], predict the reaction product. (2) The product is: [NH2:30][C:31]1[C:36]([F:37])=[C:35]([C:3]2[C:2]([F:1])=[C:10]3[C:6]([CH:7]=[CH:8][NH:9]3)=[CH:5][CH:4]=2)[N:34]=[C:33]([C:39]([O:41][CH3:42])=[O:40])[C:32]=1[Cl:43]. Given the reactants [F:1][C:2]1[C:3](B2OC(C)(C)C(C)(C)O2)=[CH:4][CH:5]=[C:6]2[C:10]=1[N:9]([Si](C(C)C)(C(C)C)C(C)C)[CH:8]=[CH:7]2.[NH2:30][C:31]1[C:36]([F:37])=[C:35](Cl)[N:34]=[C:33]([C:39]([O:41][CH3:42])=[O:40])[C:32]=1[Cl:43].[F-].[Cs+].[Na+].[Cl-], predict the reaction product. (3) Given the reactants C([O:4][C:5]1[CH:14]=[CH:13][CH:12]=[C:11]2[C:6]=1[CH2:7][CH2:8][CH2:9][N:10]2[C:15]([O:17][C:18]([CH3:21])([CH3:20])[CH3:19])=[O:16])(=O)C.C(=O)([O-])[O-].[K+].[K+], predict the reaction product. The product is: [OH:4][C:5]1[CH:14]=[CH:13][CH:12]=[C:11]2[C:6]=1[CH2:7][CH2:8][CH2:9][N:10]2[C:15]([O:17][C:18]([CH3:21])([CH3:20])[CH3:19])=[O:16]. (4) Given the reactants CN(C=O)C.[Cl:6][CH2:7][C:8]1[NH:9][C:10](=O)[C:11]([C:19]#[N:20])=[CH:12][C:13]=1[C:14]([O:16][CH2:17][CH3:18])=[O:15].C(Cl)(=O)C([Cl:25])=O, predict the reaction product. The product is: [Cl:25][C:10]1[C:11]([C:19]#[N:20])=[CH:12][C:13]([C:14]([O:16][CH2:17][CH3:18])=[O:15])=[C:8]([CH2:7][Cl:6])[N:9]=1. (5) The product is: [CH:31]([N:14]([CH2:13][C@@H:11]1[C@@H:10]([NH:34][S:45]([C:36]2[CH:37]=[CH:38][C:39]3[C:44](=[CH:43][CH:42]=[CH:41][CH:40]=3)[CH:35]=2)(=[O:47])=[O:46])[CH2:9][NH:8][CH2:12]1)[C:15](=[O:30])[C:16]1[CH:21]=[CH:20][C:19]([O:22][CH3:23])=[C:18]([O:24][CH2:25][CH2:26][CH2:27][O:28][CH3:29])[CH:17]=1)([CH3:33])[CH3:32]. Given the reactants C(OC([N:8]1[CH2:12][C@@H:11]([CH2:13][N:14]([CH:31]([CH3:33])[CH3:32])[C:15](=[O:30])[C:16]2[CH:21]=[CH:20][C:19]([O:22][CH3:23])=[C:18]([O:24][CH2:25][CH2:26][CH2:27][O:28][CH3:29])[CH:17]=2)[C@H:10]([NH2:34])[CH2:9]1)=O)(C)(C)C.[CH:35]1[C:44]2[C:39](=[CH:40][CH:41]=[CH:42][CH:43]=2)[CH:38]=[CH:37][C:36]=1[S:45](Cl)(=[O:47])=[O:46].CC#N.O.CC#N, predict the reaction product.